Dataset: Full USPTO retrosynthesis dataset with 1.9M reactions from patents (1976-2016). Task: Predict the reactants needed to synthesize the given product. (1) The reactants are: [CH3:1][O:2][C:3]1[CH:4]=[N:5][C:6]([N:9]2[CH2:14][CH2:13][CH:12]([C@H:15]3[CH2:17][C@H:16]3[CH2:18][CH2:19][OH:20])[CH2:11][CH2:10]2)=[N:7][CH:8]=1.[Br:21][C:22]1[C:27]([F:28])=[CH:26][C:25](O)=[CH:24][C:23]=1[F:30].C1(P(C2C=CC=CC=2)C2C=CC=CC=2)C=CC=CC=1.N(C(OC(C)C)=O)=NC(OC(C)C)=O. Given the product [Br:21][C:22]1[C:27]([F:28])=[CH:26][C:25]([O:20][CH2:19][CH2:18][C@@H:16]2[CH2:17][C@@H:15]2[CH:12]2[CH2:13][CH2:14][N:9]([C:6]3[N:7]=[CH:8][C:3]([O:2][CH3:1])=[CH:4][N:5]=3)[CH2:10][CH2:11]2)=[CH:24][C:23]=1[F:30], predict the reactants needed to synthesize it. (2) Given the product [Br:1][C:2]1[CH:7]=[CH:6][C:5]([CH:8]([C:16]2[CH:21]=[CH:20][C:19]([Cl:22])=[CH:18][C:17]=2[CH3:23])[CH2:9][C:10]([C:25]2[CH:30]=[CH:29][N:28]=[C:27]([CH3:31])[CH:26]=2)=[O:11])=[CH:4][CH:3]=1, predict the reactants needed to synthesize it. The reactants are: [Br:1][C:2]1[CH:7]=[CH:6][C:5]([CH:8]([C:16]2[CH:21]=[CH:20][C:19]([Cl:22])=[CH:18][C:17]=2[CH3:23])[CH2:9][C:10](N(OC)C)=[O:11])=[CH:4][CH:3]=1.Br[C:25]1[CH:30]=[CH:29][N:28]=[C:27]([CH3:31])[CH:26]=1. (3) Given the product [Br:25][C:22]1[CH:23]=[CH:24][C:19]([NH:18][C:17]2[C:8]([C:6]([NH:5][O:4][CH2:3][CH2:2][O:1][P:37](=[O:43])([OH:55])[OH:38])=[O:7])=[CH:9][C:10]3[N:14]([CH3:15])[CH:13]=[N:12][C:11]=3[C:16]=2[F:27])=[C:20]([Cl:26])[CH:21]=1, predict the reactants needed to synthesize it. The reactants are: [OH:1][CH2:2][CH2:3][O:4][NH:5][C:6]([C:8]1[C:17]([NH:18][C:19]2[CH:24]=[CH:23][C:22]([Br:25])=[CH:21][C:20]=2[Cl:26])=[C:16]([F:27])[C:11]2[N:12]=[CH:13][N:14]([CH3:15])[C:10]=2[CH:9]=1)=[O:7].N1C=NN=N1.C(N(C(C)C)[P:37]([O:43]C(C)(C)C)[O:38]C(C)(C)C)(C)C.C([O:55]O)(C)(C)C. (4) The reactants are: [CH3:1][N:2]1[C:11]2[C:6](=[CH:7][CH:8]=[C:9]([CH:12]([CH2:15][CH2:16][CH2:17][CH2:18][CH3:19])[CH2:13][OH:14])[CH:10]=2)[C:5]([CH3:21])([CH3:20])[CH2:4][CH2:3]1.O[C:23]1[CH:32]=[CH:31][C:26]([C:27]([O:29][CH3:30])=[O:28])=[CH:25][CH:24]=1.C1(P(C2C=CC=CC=2)C2C=CC=CC=2)C=CC=CC=1.N(C(OCC)=O)=NC(OCC)=O. Given the product [CH3:30][O:29][C:27](=[O:28])[C:26]1[CH:31]=[CH:32][C:23]([O:14][CH2:13][CH:12]([C:9]2[CH:10]=[C:11]3[C:6]([C:5]([CH3:20])([CH3:21])[CH2:4][CH2:3][N:2]3[CH3:1])=[CH:7][CH:8]=2)[CH2:15][CH2:16][CH2:17][CH2:18][CH3:19])=[CH:24][CH:25]=1, predict the reactants needed to synthesize it. (5) Given the product [CH:9]([CH:1]([C:2]1[CH:7]=[CH:6][CH:5]=[CH:4][CH:3]=1)[OH:8])=[CH2:10], predict the reactants needed to synthesize it. The reactants are: [CH:1](=[O:8])[C:2]1[CH:7]=[CH:6][CH:5]=[CH:4][CH:3]=1.[CH:9]([Mg]Br)=[CH2:10]. (6) Given the product [CH3:18][O:19][C:20]([C:22]1[C@H:23]([C:35]2[CH:40]=[CH:39][C:38]([F:41])=[CH:37][C:36]=2[Cl:42])[N:24]=[C:25]([C:30]2[S:31][CH:32]=[CH:33][N:34]=2)[NH:26][C:27]=1[CH2:28][N:16]1[CH:14]2[CH2:15][CH:8]([NH:7][C:6](=[O:17])[CH3:43])[CH2:9][CH:10]1[CH2:11][O:12][CH2:13]2)=[O:21], predict the reactants needed to synthesize it. The reactants are: C(O[C:6](=[O:17])[NH:7][CH:8]1[CH2:15][CH:14]2[NH:16][CH:10]([CH2:11][O:12][CH2:13]2)[CH2:9]1)(C)(C)C.[CH3:18][O:19][C:20]([C:22]1[C@H:23]([C:35]2[CH:40]=[CH:39][C:38]([F:41])=[CH:37][C:36]=2[Cl:42])[N:24]=[C:25]([C:30]2[S:31][CH:32]=[CH:33][N:34]=2)[NH:26][C:27]=1[CH2:28]Br)=[O:21].[CH3:43]CN(C(C)C)C(C)C.FC(F)(F)C(O)=O. (7) The reactants are: CC(OI1(O[C:20]([CH3:22])=[O:21])(OC(C)=O)OC(=O)C2C=CC=CC1=2)=O.C1(CS(C[C@H]([NH-])[C:32](=[O:42])[NH:33][CH:34]2[CH:39](O)CCCC2O)(=O)=O)CC1.[O-:44]S([O-])(=S)=O.[Na+].[Na+]. Given the product [N:33]1([C:32]([OH:42])=[O:44])[CH2:22][CH2:20][O:21][CH2:39][CH2:34]1, predict the reactants needed to synthesize it. (8) Given the product [CH2:74]([O:73][C:71](=[O:72])[CH2:70][C:67]1[CH:66]=[CH:65][C:64]([NH:63][C:30]([C@@H:20]2[NH:19][C@@H:18]([CH2:33][C:34]([CH3:35])([CH3:36])[CH3:37])[C@:17]3([C:12]4[C:13](=[CH:14][C:9]([Cl:8])=[CH:10][CH:11]=4)[NH:15][C:16]3=[O:38])[C@H:21]2[C:22]2[CH:27]=[CH:26][CH:25]=[C:24]([Cl:28])[C:23]=2[F:29])=[O:31])=[CH:69][CH:68]=1)[CH3:75], predict the reactants needed to synthesize it. The reactants are: FC(F)(F)C(O)=O.[Cl:8][C:9]1[CH:14]=[C:13]2[NH:15][C:16](=[O:38])[C:17]3([CH:21]([C:22]4[CH:27]=[CH:26][CH:25]=[C:24]([Cl:28])[C:23]=4[F:29])[CH:20]([C:30](O)=[O:31])[NH:19][CH:18]3[CH2:33][C:34]([CH3:37])([CH3:36])[CH3:35])[C:12]2=[CH:11][CH:10]=1.C(N(C(C)C)CC)(C)C.C1(P(Cl)(C2C=CC=CC=2)=O)C=CC=CC=1.[NH2:63][C:64]1[CH:69]=[CH:68][C:67]([CH2:70][C:71]([O:73][CH2:74][CH3:75])=[O:72])=[CH:66][CH:65]=1. (9) The reactants are: C1(C)[CH:6]=[CH:5][C:4](S(O)(=O)=O)=[CH:3]C=1.CO[C:14]1[CH2:19]CCC[CH:15]=1.[CH3:20][O:21][C:22]([CH3:24])=[CH2:23].[O:25]1C=CCCC1.[CH3:31][CH:32]([O:36]C(C)=O)[CH2:33]OC. Given the product [C:20]([O:21][C:22]12[CH2:3][CH:4]3[CH2:5][CH:6]([CH2:31][C:32]([OH:36])([CH2:33]3)[CH2:23]1)[CH2:24]2)(=[O:25])[C:14]([CH3:19])=[CH2:15], predict the reactants needed to synthesize it. (10) Given the product [Cl:10][C:11]1[N:12]=[CH:13][N:14]([CH2:40][O:41][CH2:42][CH2:43][Si:44]([CH3:47])([CH3:46])[CH3:45])[C:15]=1[C:16]([NH:18][CH2:19][C:20]1[CH:25]=[CH:24][C:23]([Cl:26])=[C:22]([O:27][C:28]2[CH:33]=[C:32]([CH2:34][CH:35]3[CH2:3][CH2:36]3)[CH:31]=[C:30]([C:37]#[N:38])[CH:29]=2)[C:21]=1[F:39])=[O:17], predict the reactants needed to synthesize it. The reactants are: [OH-].[K+].[CH3:3]N(N=O)C(N)=O.[Cl:10][C:11]1[N:12]=[CH:13][N:14]([CH2:40][O:41][CH2:42][CH2:43][Si:44]([CH3:47])([CH3:46])[CH3:45])[C:15]=1[C:16]([NH:18][CH2:19][C:20]1[CH:25]=[CH:24][C:23]([Cl:26])=[C:22]([O:27][C:28]2[CH:33]=[C:32]([CH2:34][CH:35]=[CH2:36])[CH:31]=[C:30]([C:37]#[N:38])[CH:29]=2)[C:21]=1[F:39])=[O:17].